This data is from Full USPTO retrosynthesis dataset with 1.9M reactions from patents (1976-2016). The task is: Predict the reactants needed to synthesize the given product. (1) Given the product [CH3:21][C:14]1[C:15]2[C:20](=[CH:19][CH:18]=[CH:17][CH:16]=2)[C:11]([C:8]2[NH:7][C:6](=[O:22])[C:5]([CH:2]([NH:1][C:28]([CH:23]3[CH2:27][CH2:26][CH2:25][CH2:24]3)=[O:29])[CH2:3][CH3:4])=[N:10][N:9]=2)=[CH:12][CH:13]=1, predict the reactants needed to synthesize it. The reactants are: [NH2:1][CH:2]([C:5]1[C:6](=[O:22])[NH:7][C:8]([C:11]2[C:20]3[C:15](=[CH:16][CH:17]=[CH:18][CH:19]=3)[C:14]([CH3:21])=[CH:13][CH:12]=2)=[N:9][N:10]=1)[CH2:3][CH3:4].[CH:23]1([C:28](Cl)=[O:29])[CH2:27][CH2:26][CH2:25][CH2:24]1. (2) Given the product [Br:19][C:9]1[CH:8]=[C:7]([C:1]2[CH:2]=[CH:3][CH:4]=[CH:5][CH:6]=2)[N:12]=[N:11][C:10]=1[NH2:13], predict the reactants needed to synthesize it. The reactants are: [C:1]1([C:7]2[N:12]=[N:11][C:10]([NH2:13])=[CH:9][CH:8]=2)[CH:6]=[CH:5][CH:4]=[CH:3][CH:2]=1.C(=O)([O-])O.[Na+].[Br:19]Br.